This data is from Catalyst prediction with 721,799 reactions and 888 catalyst types from USPTO. The task is: Predict which catalyst facilitates the given reaction. (1) Reactant: [Cl:1][C:2]1[CH:7]=[CH:6][C:5]([C@H:8]2[N:15]3[C:11]([S:12][C:13]([C:19]([N:21]4[C@H:32]([C:33]#[N:34])[CH2:31][CH2:30][C@H:22]4[C:23]([O:25]C(C)(C)C)=[O:24])=[O:20])=[C:14]3[CH:16]([CH3:18])[CH3:17])=[N:10][C@:9]2([C:36]2[CH:41]=[CH:40][C:39]([Cl:42])=[CH:38][CH:37]=2)[CH3:35])=[CH:4][CH:3]=1.[OH-:43].[Na+]. Product: [NH2:34][C:33]([C@H:32]1[N:21]([C:19]([C:13]2[S:12][C:11]3=[N:10][C@:9]([C:36]4[CH:37]=[CH:38][C:39]([Cl:42])=[CH:40][CH:41]=4)([CH3:35])[C@@H:8]([C:5]4[CH:4]=[CH:3][C:2]([Cl:1])=[CH:7][CH:6]=4)[N:15]3[C:14]=2[CH:16]([CH3:18])[CH3:17])=[O:20])[C@H:22]([C:23]([OH:25])=[O:24])[CH2:30][CH2:31]1)=[O:43]. The catalyst class is: 8. (2) Reactant: C[Si](Br)(C)C.C(OC([N:13]1[CH2:18][CH2:17][CH2:16][C@H:15]2[CH2:19][N:20]([C:22]3[C:31]([O:32][CH3:33])=[C:30]4[C:25]([C:26](=[O:60])[C:27]([C:37]([O:39][CH2:40][CH2:41][CH2:42][CH:43]([P:52]([O:57]CC)([O:54]CC)=[O:53])[P:44]([O:49]CC)([O:46]CC)=[O:45])=[O:38])=[CH:28][N:29]4[CH:34]4[CH2:36][CH2:35]4)=[CH:24][C:23]=3[F:61])[CH2:21][C@@H:14]12)=O)(C)(C)C. Product: [NH:13]1[CH2:18][CH2:17][CH2:16][C@H:15]2[CH2:19][N:20]([C:22]3[C:31]([O:32][CH3:33])=[C:30]4[C:25]([C:26](=[O:60])[C:27]([C:37]([O:39][CH2:40][CH2:41][CH2:42][CH:43]([P:52]([OH:54])([OH:57])=[O:53])[P:44]([OH:46])([OH:49])=[O:45])=[O:38])=[CH:28][N:29]4[CH:34]4[CH2:35][CH2:36]4)=[CH:24][C:23]=3[F:61])[CH2:21][C@@H:14]12. The catalyst class is: 2. (3) Reactant: [OH:1][CH:2]([C:32]1[CH:37]=[CH:36][CH:35]=[CH:34][CH:33]=1)[CH2:3][CH2:4][CH:5]1[C:8](=[O:9])[N:7]([C:10]2[CH:15]=[CH:14][C:13]([NH:16][C:17](=[O:23])[CH2:18][CH2:19][CH2:20][CH2:21][NH2:22])=[CH:12][CH:11]=2)[CH:6]1[C:24]1[CH:29]=[CH:28][C:27]([O:30][CH3:31])=[CH:26][CH:25]=1.[CH:38]1[CH:43]=[C:42]2[CH:44]([CH2:51][O:52][C:53]([NH:55][C@H:56]([C:67](O)=[O:68])[CH2:57][C:58]3[CH:63]=[CH:62][C:61]([N:64]=[N+:65]=[N-:66])=[CH:60][CH:59]=3)=[O:54])[C:45]3[C:50]([C:41]2=[CH:40][CH:39]=1)=[CH:49][CH:48]=[CH:47][CH:46]=3.C1C2C(COC(=O)N(CCCCC(=O)NC3C=CC(N4C(=O)C(CCC(O)C5C=CC=CC=5)C4C4C=CC(OC)=CC=4)=CC=3)C3C=CC=CC=3)C3C(=CC=CC=3)C=2C=CC=1. Product: [CH:43]1[C:42]2[CH:44]([CH2:51][O:52][C:53](=[O:54])[NH:55][CH:56]([C:67](=[O:68])[NH:22][CH2:21][CH2:20][CH2:19][CH2:18][C:17](=[O:23])[NH:16][C:13]3[CH:12]=[CH:11][C:10]([N:7]4[C:8](=[O:9])[CH:5]([CH2:4][CH2:3][CH:2]([OH:1])[C:32]5[CH:33]=[CH:34][CH:35]=[CH:36][CH:37]=5)[CH:6]4[C:24]4[CH:29]=[CH:28][C:27]([O:30][CH3:31])=[CH:26][CH:25]=4)=[CH:15][CH:14]=3)[CH2:57][C:58]3[CH:59]=[CH:60][C:61]([N:64]=[N+:65]=[N-:66])=[CH:62][CH:63]=3)[C:45]3[C:50](=[CH:49][CH:48]=[CH:47][CH:46]=3)[C:41]=2[CH:40]=[CH:39][CH:38]=1. The catalyst class is: 9. (4) Reactant: [CH:1]1([N:5]2[CH2:11][CH2:10][CH2:9][N:8]([C:12]([C@@H:14]3[CH2:18][C@H:17]([O:19][C:20]4[CH:25]=[CH:24][C:23]([F:26])=[CH:22][CH:21]=4)[CH2:16][NH:15]3)=[O:13])[CH2:7][CH2:6]2)[CH2:4][CH2:3][CH2:2]1.CCN(CC)CC.[C:34](Cl)(=[O:36])[CH3:35]. Product: [CH:1]1([N:5]2[CH2:11][CH2:10][CH2:9][N:8]([C:12]([C@@H:14]3[CH2:18][C@H:17]([O:19][C:20]4[CH:21]=[CH:22][C:23]([F:26])=[CH:24][CH:25]=4)[CH2:16][N:15]3[C:34](=[O:36])[CH3:35])=[O:13])[CH2:7][CH2:6]2)[CH2:2][CH2:3][CH2:4]1. The catalyst class is: 554.